Dataset: Forward reaction prediction with 1.9M reactions from USPTO patents (1976-2016). Task: Predict the product of the given reaction. (1) Given the reactants [Cl:1][C:2]1[CH:3]=[C:4]([CH:8]2[C:13]([C:14]([OH:16])=O)=[C:12]([CH3:17])[NH:11][C:10](=[O:18])[NH:9]2)[CH:5]=[CH:6][CH:7]=1.[C:19]1([CH:25]=[CH:26][CH2:27][NH2:28])[CH:24]=[CH:23][CH:22]=[CH:21][CH:20]=1.CCN=C=NCCCN(C)C.Cl, predict the reaction product. The product is: [C:19]1([CH:25]=[CH:26][CH2:27][NH:28][C:14]([C:13]2[CH:8]([C:4]3[CH:5]=[CH:6][CH:7]=[C:2]([Cl:1])[CH:3]=3)[NH:9][C:10](=[O:18])[NH:11][C:12]=2[CH3:17])=[O:16])[CH:24]=[CH:23][CH:22]=[CH:21][CH:20]=1. (2) Given the reactants [C:1]([N:8]1[CH2:12][C@@H:11]([N:13]([C:22](=[O:28])[C:23]([C:26]#[N:27])([CH3:25])[CH3:24])[CH:14]2[CH2:19][CH2:18][C:17]([CH3:21])([CH3:20])[CH2:16][CH2:15]2)[CH2:10][C@H:9]1[C:29]([N:31]([CH3:33])[CH3:32])=[O:30])([O:3][C:4]([CH3:7])([CH3:6])[CH3:5])=[O:2].[H][H], predict the reaction product. The product is: [C:1]([N:8]1[CH2:12][C@@H:11]([N:13]([C:22](=[O:28])[C:23]([CH3:24])([CH3:25])[CH2:26][NH2:27])[CH:14]2[CH2:19][CH2:18][C:17]([CH3:20])([CH3:21])[CH2:16][CH2:15]2)[CH2:10][C@H:9]1[C:29]([N:31]([CH3:32])[CH3:33])=[O:30])([O:3][C:4]([CH3:7])([CH3:6])[CH3:5])=[O:2]. (3) Given the reactants [NH2:1][C:2]1[C:9]([N+:10]([O-:12])=[O:11])=[CH:8][C:5]([C:6]#[N:7])=[C:4](F)[CH:3]=1.[N:14]1([C:20]([O:22][C:23]([CH3:26])([CH3:25])[CH3:24])=[O:21])[CH2:19][CH2:18][NH:17][CH2:16][CH2:15]1.C(N(CC)CC)C, predict the reaction product. The product is: [NH2:1][C:2]1[C:9]([N+:10]([O-:12])=[O:11])=[CH:8][C:5]([C:6]#[N:7])=[C:4]([N:17]2[CH2:16][CH2:15][N:14]([C:20]([O:22][C:23]([CH3:26])([CH3:25])[CH3:24])=[O:21])[CH2:19][CH2:18]2)[CH:3]=1.